This data is from Forward reaction prediction with 1.9M reactions from USPTO patents (1976-2016). The task is: Predict the product of the given reaction. The product is: [CH3:1][C:2]1[C:10]2[C:5](=[CH:6][CH:7]=[C:8]([C:11]([OH:13])=[O:12])[CH:9]=2)[NH:4][C:3]=1[C:15]1[NH:19][N:18]=[CH:17][CH:16]=1. Given the reactants [CH3:1][C:2]1[C:10]2[C:5](=[CH:6][CH:7]=[C:8]([C:11]([O:13]C)=[O:12])[CH:9]=2)[NH:4][C:3]=1[C:15]1[NH:19][N:18]=[CH:17][CH:16]=1.[OH-].[Na+].Cl, predict the reaction product.